This data is from Reaction yield outcomes from USPTO patents with 853,638 reactions. The task is: Predict the reaction yield, written as a fraction of the theoretical maximum amount of product (1.0 means a 100% yield; for example, 0.34 means a 34% yield). (1) The reactants are Cl[CH2:2][C:3]1[O:4][C:5]2[CH:11]=[CH:10][C:9]([C:12]3[C:20]4[C:15](=[CH:16][C:17]([F:21])=[CH:18][CH:19]=4)[N:14]([S:22]([C:25]4[CH:30]=[CH:29][CH:28]=[CH:27][CH:26]=4)(=[O:24])=[O:23])[CH:13]=3)=[CH:8][C:6]=2[N:7]=1.[CH3:31][N:32]1[CH2:37][CH2:36][NH:35][CH2:34][CH2:33]1. The catalyst is CN(C=O)C.CCOC(C)=O. The product is [F:21][C:17]1[CH:16]=[C:15]2[C:20]([C:12]([C:9]3[CH:10]=[CH:11][C:5]4[O:4][C:3]([CH2:2][N:35]5[CH2:36][CH2:37][N:32]([CH3:31])[CH2:33][CH2:34]5)=[N:7][C:6]=4[CH:8]=3)=[CH:13][N:14]2[S:22]([C:25]2[CH:30]=[CH:29][CH:28]=[CH:27][CH:26]=2)(=[O:24])=[O:23])=[CH:19][CH:18]=1. The yield is 0.700. (2) The reactants are [CH3:1][O:2][C:3]([NH:5][C:6](=[C:10]1[CH2:15][CH2:14][O:13][CH2:12][CH2:11]1)[C:7]([OH:9])=O)=[O:4].CN(C(ON1N=NC2C=CC=NC1=2)=[N+](C)C)C.F[P-](F)(F)(F)(F)F.Cl.Cl.Cl.[CH3:43][O:44][C:45](=[O:89])[NH:46][CH:47]([C:51]([N:53]1[CH2:57][CH2:56][CH2:55][CH:54]1[C:58]1[NH:59][C:60]([C:63]2[CH:72]=[CH:71][C:70]3[C:65](=[CH:66][CH:67]=[C:68]([C:73]4[CH:78]=[CH:77][C:76]([C:79]5[NH:80][C:81]([CH:84]6[CH2:88][CH2:87][CH2:86][NH:85]6)=[N:82][CH:83]=5)=[CH:75][CH:74]=4)[CH:69]=3)[CH:64]=2)=[CH:61][N:62]=1)=[O:52])[CH:48]([CH3:50])[CH3:49].C(N(C(C)C)CC)(C)C. The catalyst is CN(C)C=O.C(OCC)(=O)C. The product is [CH3:43][O:44][C:45](=[O:89])[NH:46][CH:47]([C:51]([N:53]1[CH2:57][CH2:56][CH2:55][CH:54]1[C:58]1[NH:59][C:60]([C:63]2[CH:72]=[CH:71][C:70]3[C:65](=[CH:66][CH:67]=[C:68]([C:73]4[CH:78]=[CH:77][C:76]([C:79]5[NH:80][C:81]([CH:84]6[CH2:88][CH2:87][CH2:86][N:85]6[C:7](=[O:9])[C:6]([NH:5][C:3]([O:2][CH3:1])=[O:4])=[C:10]6[CH2:15][CH2:14][O:13][CH2:12][CH2:11]6)=[N:82][CH:83]=5)=[CH:75][CH:74]=4)[CH:69]=3)[CH:64]=2)=[CH:61][N:62]=1)=[O:52])[CH:48]([CH3:50])[CH3:49]. The yield is 0.500. (3) The reactants are Br[C:2]1[C:10]2[O:9][C:8]([CH3:12])([CH3:11])[C:7](=[O:13])[C:6]=2[C:5]([CH3:14])=[CH:4][C:3]=1[CH3:15].[CH3:16][O-:17].[Na+].CO. The catalyst is [Cu](Br)Br.O. The product is [CH3:16][O:17][C:2]1[C:10]2[O:9][C:8]([CH3:12])([CH3:11])[C:7](=[O:13])[C:6]=2[C:5]([CH3:14])=[CH:4][C:3]=1[CH3:15]. The yield is 0.500. (4) The reactants are [C:1]1(=[O:11])[NH:5][C:4](=[O:6])[C:3]2=[CH:7][CH:8]=[CH:9][CH:10]=[C:2]12.[K].Br[CH2:14][CH2:15][CH2:16][CH2:17][C:18]([CH3:28])([CH3:27])[CH2:19][O:20][CH:21]1[CH2:26][CH2:25][CH2:24][CH2:23][O:22]1. The catalyst is CN(C=O)C.O. The product is [CH3:28][C:18]([CH3:27])([CH2:19][O:20][CH:21]1[CH2:26][CH2:25][CH2:24][CH2:23][O:22]1)[CH2:17][CH2:16][CH2:15][CH2:14][N:5]1[C:1](=[O:11])[C:2]2[C:3](=[CH:7][CH:8]=[CH:9][CH:10]=2)[C:4]1=[O:6]. The yield is 0.900. (5) The reactants are C=O.[NH:3]1[CH2:8][CH2:7][CH:6]([C:9]2[CH:14]=[CH:13][C:12]([NH:15][C:16]3[N:21]=[C:20]([CH2:22][CH2:23][C:24]4[CH:29]=[CH:28][CH:27]=[CH:26][C:25]=4[CH2:30][C:31]([NH2:33])=[O:32])[C:19]([C:34]([F:37])([F:36])[F:35])=[CH:18][N:17]=3)=[CH:11][CH:10]=2)[CH2:5][CH2:4]1.[C:38](O[BH-](OC(=O)C)OC(=O)C)(=O)C.[Na+]. The catalyst is CO.C(Cl)Cl. The product is [CH3:38][N:3]1[CH2:8][CH2:7][CH:6]([C:9]2[CH:10]=[CH:11][C:12]([NH:15][C:16]3[N:21]=[C:20]([CH2:22][CH2:23][C:24]4[CH:29]=[CH:28][CH:27]=[CH:26][C:25]=4[CH2:30][C:31]([NH2:33])=[O:32])[C:19]([C:34]([F:37])([F:36])[F:35])=[CH:18][N:17]=3)=[CH:13][CH:14]=2)[CH2:5][CH2:4]1. The yield is 0.730. (6) The reactants are [Cl:1][C:2]1[CH:3]=[C:4]([NH2:19])[C:5]([NH2:18])=[CH:6][C:7]=1[C:8]1[CH:13]=[CH:12][C:11]([C:14]([F:17])([F:16])[F:15])=[CH:10][CH:9]=1.C(=O)([O-])[O-].[Na+].[Na+].[F:26][C:27]([F:38])([F:37])[C:28]([F:36])([F:35])[C:29]([F:34])([F:33])[C:30](O)=O. The catalyst is O. The product is [Cl:1][C:2]1[C:7]([C:8]2[CH:13]=[CH:12][C:11]([C:14]([F:17])([F:16])[F:15])=[CH:10][CH:9]=2)=[CH:6][C:5]2[NH:18][C:30]([C:29]([F:33])([F:34])[C:28]([F:35])([F:36])[C:27]([F:38])([F:37])[F:26])=[N:19][C:4]=2[CH:3]=1. The yield is 0.480. (7) The reactants are [C:1]1([NH2:8])[CH:6]=[CH:5][CH:4]=[CH:3][C:2]=1[NH2:7].[C:9](O)(=[O:13])/[CH:10]=[CH:11]/[CH3:12].O. The catalyst is CC(C)=O. The product is [CH3:12][CH:11]1[CH2:10][C:9](=[O:13])[NH:8][C:1]2[CH:6]=[CH:5][CH:4]=[CH:3][C:2]=2[NH:7]1. The yield is 0.442. (8) The reactants are Cl.[CH:2]1([C@@H:6]([NH2:8])[CH3:7])[CH2:5][CH2:4][CH2:3]1.O=C1[C:18]2[C:13](=[CH:14][CH:15]=[CH:16][C:17]=2NC(=O)C)[CH2:12][CH2:11]1.C([O-])([O-])=O.[K+].[K+]. The catalyst is CC#N. The product is [CH:2]1([C@@H:6]([NH:8][CH:12]([C:13]2[CH:18]=[CH:17][CH:16]=[CH:15][CH:14]=2)[CH3:11])[CH3:7])[CH2:5][CH2:4][CH2:3]1. The yield is 0.430.